Dataset: Reaction yield outcomes from USPTO patents with 853,638 reactions. Task: Predict the reaction yield, written as a fraction of the theoretical maximum amount of product (1.0 means a 100% yield; for example, 0.34 means a 34% yield). (1) The reactants are [CH3:1][O:2][C:3]1[CH:4]=[C:5]2[C:10](=[CH:11][C:12]=1[O:13][CH2:14][CH2:15][O:16][CH3:17])[N:9]=[CH:8][N:7]=[C:6]2[O:18][C:19]1[CH:20]=[C:21]([CH:23]=[CH:24][CH:25]=1)[NH2:22].C1(C2C=[C:32]([NH:34]C(=O)OC3C=CC=CC=3)[O:31]N=2)CC1.COC1C=C2C(=CC=1OC)N=CN=C2OC1C=C(NC(NC2ON=C(C(C)C)C=2)=O)C=CC=1. No catalyst specified. The product is [CH3:1][O:2][C:3]1[CH:4]=[C:5]2[C:10](=[CH:11][C:12]=1[O:13][CH2:14][CH2:15][O:16][CH3:17])[N:9]=[CH:8][N:7]=[C:6]2[O:18][C:19]1[CH:20]=[C:21]([NH:22][C:32](=[O:31])[NH2:34])[CH:23]=[CH:24][CH:25]=1. The yield is 0.520. (2) The yield is 0.420. The product is [CH:1]([C:4]1[CH:9]=[C:8]([N+:10]([O-:12])=[O:11])[CH:7]=[CH:6][C:5]=1[C:18]#[N:19])([CH3:3])[CH3:2]. The catalyst is Cl.O.C(OCC)(=O)C. The reactants are [CH:1]([C:4]1[CH:9]=[C:8]([N+:10]([O-:12])=[O:11])[CH:7]=[CH:6][C:5]=1N)([CH3:3])[CH3:2].N([O-])=O.[Na+].[C:18]([Cu])#[N:19].[C-]#N.[Na+].N. (3) The reactants are [Br:1][C:2]1[CH:3]=[C:4]2[C:10]([C:11]3[CH:16]=[CH:15][C:14]([OH:17])=[CH:13][CH:12]=3)=[C:9]([C:18]3[CH:23]=[CH:22][CH:21]=[CH:20][CH:19]=3)[NH:8][C:5]2=[N:6][CH:7]=1.Br[CH2:25][CH2:26][O:27][CH2:28][CH2:29][O:30][CH3:31]. No catalyst specified. The product is [Br:1][C:2]1[CH:3]=[C:4]2[C:10]([C:11]3[CH:12]=[CH:13][C:14]([O:17][CH2:25][CH2:26][O:27][CH2:28][CH2:29][O:30][CH3:31])=[CH:15][CH:16]=3)=[C:9]([C:18]3[CH:23]=[CH:22][CH:21]=[CH:20][CH:19]=3)[NH:8][C:5]2=[N:6][CH:7]=1. The yield is 0.530.